From a dataset of Reaction yield outcomes from USPTO patents with 853,638 reactions. Predict the reaction yield, written as a fraction of the theoretical maximum amount of product (1.0 means a 100% yield; for example, 0.34 means a 34% yield). (1) The reactants are [C:1]([C:5]1[CH:6]=[C:7]([C:12]2[N:16]([CH2:17][CH:18]3[CH2:23][CH2:22][CH2:21][CH2:20][CH2:19]3)[C:15]([CH3:24])=[C:14]([S:25]([NH2:28])(=[O:27])=[O:26])[CH:13]=2)[CH:8]=[C:9]([OH:11])[CH:10]=1)([CH3:4])([CH3:3])[CH3:2].C([O-])([O-])=O.[Cs+].[Cs+].Br[CH2:36][CH2:37][CH2:38][C:39]([O:41][CH3:42])=[O:40].O. The catalyst is CN(C=O)C. The product is [C:1]([C:5]1[CH:10]=[C:9]([CH:8]=[C:7]([C:12]2[N:16]([CH2:17][CH:18]3[CH2:19][CH2:20][CH2:21][CH2:22][CH2:23]3)[C:15]([CH3:24])=[C:14]([S:25](=[O:27])(=[O:26])[NH2:28])[CH:13]=2)[CH:6]=1)[O:11][CH2:36][CH2:37][CH2:38][C:39]([O:41][CH3:42])=[O:40])([CH3:4])([CH3:2])[CH3:3]. The yield is 0.700. (2) The reactants are [CH2:1]([O:4][C@H:5]1[CH2:9][N:8]([C:10]([O:12][C:13]([CH3:16])([CH3:15])[CH3:14])=[O:11])[C@@H:7]([C@H:17]2[O:21][C:20]([CH3:23])([CH3:22])[N:19](C(OCC3C=CC=CC=3)=O)[C@H:18]2[CH2:34][C:35]2[CH:40]=[CH:39][CH:38]=[CH:37][CH:36]=2)[CH2:6]1)[CH:2]=[CH2:3]. The catalyst is C(OCC)(=O)C. The product is [CH2:34]([C@H:18]1[C@@H:17]([C@H:7]2[CH2:6][C@@H:5]([O:4][CH2:1][CH2:2][CH3:3])[CH2:9][N:8]2[C:10]([O:12][C:13]([CH3:16])([CH3:15])[CH3:14])=[O:11])[O:21][C:20]([CH3:22])([CH3:23])[NH:19]1)[C:35]1[CH:40]=[CH:39][CH:38]=[CH:37][CH:36]=1. The yield is 1.00. (3) The reactants are [NH2:1][C@H:2]([C:6]([OH:8])=[O:7])[CH2:3][CH2:4][OH:5].[OH-].[Na+].[C:11](O[C:11]([O:13][C:14]([CH3:17])([CH3:16])[CH3:15])=[O:12])([O:13][C:14]([CH3:17])([CH3:16])[CH3:15])=[O:12].O1CCOC[CH2:27]1.O. The catalyst is Cl. The product is [CH3:27][O:7][C:6](=[O:8])[C@H:2]([CH2:3][CH2:4][OH:5])[NH:1][C:11]([O:13][C:14]([CH3:17])([CH3:16])[CH3:15])=[O:12]. The yield is 0.710. (4) The reactants are [Cl:1][C:2]1[CH:3]=[C:4]([C@H:9]2[C:18]3[C:13](=[CH:14][CH:15]=[CH:16][CH:17]=3)[C:12](=[O:19])[CH2:11][CH2:10]2)[CH:5]=[CH:6][C:7]=1[Cl:8].[Li+].C[Si]([N-][Si](C)(C)C)(C)C.[CH:30](=O)[CH3:31]. The catalyst is C1COCC1. The product is [Cl:1][C:2]1[CH:3]=[C:4]([C@H:9]2[C:18]3[C:13](=[CH:14][CH:15]=[CH:16][CH:17]=3)[C:12](=[O:19])/[C:11](=[CH:30]/[CH3:31])/[CH2:10]2)[CH:5]=[CH:6][C:7]=1[Cl:8]. The yield is 0.880. (5) The reactants are C([O:4][C@@H:5]1[C@@H:10]([O:11]C(=O)C)[C@H:9]([O:15]C(=O)C)[C@@H:8]([CH2:19][O:20]C(=O)C)[O:7][C@H:6]1[C:24]1[CH:25]=[C:26]([C:30]2[CH:35]=[CH:34][C:33]([C@@H:36]3[C@@H:39]([CH2:40][CH2:41][C@@H:42]([C:44]4[CH:49]=[CH:48][C:47]([F:50])=[CH:46][CH:45]=4)[OH:43])[C:38](=[O:51])[N:37]3[C:52]3[CH:57]=[CH:56][CH:55]=[CH:54][CH:53]=3)=[CH:32][CH:31]=2)[CH:27]=[CH:28][CH:29]=1)(=O)C.C(N(CC)CC)C.O. The catalyst is CO. The product is [F:50][C:47]1[CH:48]=[CH:49][C:44]([C@@H:42]([OH:43])[CH2:41][CH2:40][C@H:39]2[C:38](=[O:51])[N:37]([C:52]3[CH:53]=[CH:54][CH:55]=[CH:56][CH:57]=3)[C@@H:36]2[C:33]2[CH:32]=[CH:31][C:30]([C:26]3[CH:27]=[CH:28][CH:29]=[C:24]([C@@H:6]4[O:7][C@H:8]([CH2:19][OH:20])[C@@H:9]([OH:15])[C@H:10]([OH:11])[C@H:5]4[OH:4])[CH:25]=3)=[CH:35][CH:34]=2)=[CH:45][CH:46]=1. The yield is 0.350. (6) The product is [F:22][C:16]1[CH:17]=[CH:18][CH:19]=[C:20]([F:21])[C:15]=1[N:10]1[C:4]2[N:5]=[C:6]([S:8][CH3:9])[N:7]=[C:2]([C:25]3[CH:26]=[C:27]([CH:31]=[CH:32][C:24]=3[CH3:23])[C:28]([OH:30])=[O:29])[C:3]=2[CH:13]=[CH:12][C:11]1=[O:14]. The catalyst is COCCOC.O.C1C=CC([P]([Pd]([P](C2C=CC=CC=2)(C2C=CC=CC=2)C2C=CC=CC=2)([P](C2C=CC=CC=2)(C2C=CC=CC=2)C2C=CC=CC=2)[P](C2C=CC=CC=2)(C2C=CC=CC=2)C2C=CC=CC=2)(C2C=CC=CC=2)C2C=CC=CC=2)=CC=1. The reactants are Cl[C:2]1[C:3]2[CH:13]=[CH:12][C:11](=[O:14])[N:10]([C:15]3[C:20]([F:21])=[CH:19][CH:18]=[CH:17][C:16]=3[F:22])[C:4]=2[N:5]=[C:6]([S:8][CH3:9])[N:7]=1.[CH3:23][C:24]1[CH:32]=[CH:31][C:27]([C:28]([OH:30])=[O:29])=[CH:26][C:25]=1B1OC(C)(C)C(C)(C)O1.C([O-])([O-])=O.[K+].[K+]. The yield is 0.980.